Task: Predict the reactants needed to synthesize the given product.. Dataset: Full USPTO retrosynthesis dataset with 1.9M reactions from patents (1976-2016) (1) Given the product [F:1][C:2]1[CH:7]=[CH:6][C:5]([CH3:8])=[CH:4][C:3]=1[CH2:9][NH:10][C:27](=[O:28])[CH:26]([C:20]1[CH:25]=[CH:24][CH:23]=[CH:22][CH:21]=1)[CH2:30][CH3:31], predict the reactants needed to synthesize it. The reactants are: [F:1][C:2]1[CH:7]=[CH:6][C:5]([CH3:8])=[CH:4][C:3]=1[CH2:9][NH2:10].C(N(C(C)C)CC)(C)C.[C:20]1([CH:26]([CH2:30][CH3:31])[C:27](Cl)=[O:28])[CH:25]=[CH:24][CH:23]=[CH:22][CH:21]=1. (2) Given the product [F:1][C:2]([F:42])([F:41])[CH2:3][NH:4][C:5]([C:7]1([CH2:20][CH2:21][CH2:22][CH2:23][N:24]2[CH2:29][CH2:28][N:27]([C:30]3[CH:39]=[CH:38][C:37]4[C:32](=[C:33]([C:43]5[CH:48]=[CH:47][CH:46]=[CH:45][CH:44]=5)[CH:34]=[CH:35][CH:36]=4)[N:31]=3)[CH2:26][CH2:25]2)[C:19]2[CH:18]=[CH:17][CH:16]=[CH:15][C:14]=2[C:13]2[C:8]1=[CH:9][CH:10]=[CH:11][CH:12]=2)=[O:6], predict the reactants needed to synthesize it. The reactants are: [F:1][C:2]([F:42])([F:41])[CH2:3][NH:4][C:5]([C:7]1([CH2:20][CH2:21][CH2:22][CH2:23][N:24]2[CH2:29][CH2:28][N:27]([C:30]3[CH:39]=[CH:38][C:37]4[C:32](=[C:33](Br)[CH:34]=[CH:35][CH:36]=4)[N:31]=3)[CH2:26][CH2:25]2)[C:19]2[CH:18]=[CH:17][CH:16]=[CH:15][C:14]=2[C:13]2[C:8]1=[CH:9][CH:10]=[CH:11][CH:12]=2)=[O:6].[C:43]1(OB(O)O)[CH:48]=[CH:47][CH:46]=[CH:45][CH:44]=1.C(=O)([O-])[O-].[Na+].[Na+].